This data is from Reaction yield outcomes from USPTO patents with 853,638 reactions. The task is: Predict the reaction yield, written as a fraction of the theoretical maximum amount of product (1.0 means a 100% yield; for example, 0.34 means a 34% yield). (1) The reactants are Br[C:2]1[C:3]([O:8][CH:9]2[CH2:14][CH2:13][N:12]([C:15]([O:17][C:18]([CH3:21])([CH3:20])[CH3:19])=[O:16])[CH2:11][CH2:10]2)=[N:4][CH:5]=[CH:6][CH:7]=1.[NH:22]1[CH2:27][CH2:26][O:25][CH2:24][CH2:23]1.CC(C)([O-])C.[Na+]. The catalyst is C1C=CC(/C=C/C(/C=C/C2C=CC=CC=2)=O)=CC=1.C1C=CC(/C=C/C(/C=C/C2C=CC=CC=2)=O)=CC=1.C1C=CC(/C=C/C(/C=C/C2C=CC=CC=2)=O)=CC=1.[Pd].[Pd].C1(P(C2C=CC=CC=2)C2C=CC3C(=CC=CC=3)C=2C2C3C(=CC=CC=3)C=CC=2P(C2C=CC=CC=2)C2C=CC=CC=2)C=CC=CC=1. The product is [O:25]1[CH2:26][CH2:27][N:22]([C:2]2[C:3]([O:8][CH:9]3[CH2:14][CH2:13][N:12]([C:15]([O:17][C:18]([CH3:21])([CH3:20])[CH3:19])=[O:16])[CH2:11][CH2:10]3)=[N:4][CH:5]=[CH:6][CH:7]=2)[CH2:23][CH2:24]1. The yield is 0.700. (2) The reactants are [N:1]1([C:7]2[CH:12]=[CH:11][C:10]([S:13]([NH:16][C:17]3[S:21][N:20]=[CH:19][N:18]=3)(=[O:15])=[O:14])=[CH:9][CH:8]=2)[CH2:6][CH2:5][NH:4][CH2:3][CH2:2]1.[Cl:22][C:23]1[CH:24]=[C:25]2[C:30](=[CH:31][CH:32]=1)[N:29]([C@H:33]([CH3:37])[C:34](O)=[O:35])[CH2:28][CH2:27][CH2:26]2.CN(C(ON1N=NC2C=CC=NC1=2)=[N+](C)C)C.F[P-](F)(F)(F)(F)F.C(=O)(O)[O-].[Na+]. The catalyst is C(Cl)Cl.CN(C=O)C. The product is [Cl:22][C:23]1[CH:24]=[C:25]2[C:30](=[CH:31][CH:32]=1)[N:29]([C@H:33]([CH3:37])[C:34]([N:4]1[CH2:5][CH2:6][N:1]([C:7]3[CH:8]=[CH:9][C:10]([S:13]([NH:16][C:17]4[S:21][N:20]=[CH:19][N:18]=4)(=[O:15])=[O:14])=[CH:11][CH:12]=3)[CH2:2][CH2:3]1)=[O:35])[CH2:28][CH2:27][CH2:26]2. The yield is 0.610. (3) The reactants are CCN(C(C)C)C(C)C.OC(C(F)(F)F)=O.[NH2:17][CH2:18][C:19]([N:21]1[CH2:26][CH2:25][N:24]([C:27](=[O:38])[C:28]2[CH:33]=[CH:32][CH:31]=[CH:30][C:29]=2[C:34]([F:37])([F:36])[F:35])[CH2:23][CH2:22]1)=[O:20].C1C=CC2N(O)N=NC=2C=1.CCN=C=NCCCN(C)C.Cl.[CH2:61]([O:68][C:69]1[CH:74]=[CH:73][C:72]([C:75]2[O:79][N:78]=[C:77]([C:80](O)=[O:81])[CH:76]=2)=[CH:71][CH:70]=1)[C:62]1[CH:67]=[CH:66][CH:65]=[CH:64][CH:63]=1. The catalyst is CN(C=O)C.O. The product is [O:20]=[C:19]([N:21]1[CH2:22][CH2:23][N:24]([C:27](=[O:38])[C:28]2[CH:33]=[CH:32][CH:31]=[CH:30][C:29]=2[C:34]([F:37])([F:35])[F:36])[CH2:25][CH2:26]1)[CH2:18][NH:17][C:80]([C:77]1[CH:76]=[C:75]([C:72]2[CH:71]=[CH:70][C:69]([O:68][CH2:61][C:62]3[CH:67]=[CH:66][CH:65]=[CH:64][CH:63]=3)=[CH:74][CH:73]=2)[O:79][N:78]=1)=[O:81]. The yield is 0.480. (4) No catalyst specified. The reactants are [C:1]1([C:20]2[CH:25]=[CH:24][CH:23]=[CH:22][CH:21]=2)[CH:6]=[CH:5][C:4]([CH:7]2[C:11]3[C:12]([CH3:19])=[C:13]([NH2:18])[C:14]([CH3:17])=[C:15]([CH3:16])[C:10]=3[O:9][CH2:8]2)=[CH:3][CH:2]=1.C([O:29][CH2:30][CH3:31])(=O)C. The product is [C:1]1([C:20]2[CH:21]=[CH:22][CH:23]=[CH:24][CH:25]=2)[CH:6]=[CH:5][C:4]([CH:7]2[C:11]3[C:12]([CH3:19])=[C:13]([NH:18][C:30](=[O:29])[CH2:31][C:1]([CH3:20])([CH3:6])[CH3:2])[C:14]([CH3:17])=[C:15]([CH3:16])[C:10]=3[O:9][CH2:8]2)=[CH:3][CH:2]=1. The yield is 0.710.